From a dataset of NCI-60 drug combinations with 297,098 pairs across 59 cell lines. Regression. Given two drug SMILES strings and cell line genomic features, predict the synergy score measuring deviation from expected non-interaction effect. Drug 1: C1=NC2=C(N=C(N=C2N1C3C(C(C(O3)CO)O)F)Cl)N. Drug 2: CC1C(C(CC(O1)OC2CC(CC3=C2C(=C4C(=C3O)C(=O)C5=C(C4=O)C(=CC=C5)OC)O)(C(=O)CO)O)N)O.Cl. Cell line: HOP-92. Synergy scores: CSS=40.9, Synergy_ZIP=-2.58, Synergy_Bliss=1.20, Synergy_Loewe=3.23, Synergy_HSA=5.05.